Dataset: Reaction yield outcomes from USPTO patents with 853,638 reactions. Task: Predict the reaction yield, written as a fraction of the theoretical maximum amount of product (1.0 means a 100% yield; for example, 0.34 means a 34% yield). The reactants are [CH3:1][O:2][C:3]1[CH:4]=[C:5]2[C:10](=[CH:11][C:12]=1[O:13][CH3:14])[N:9]=[C:8]([C:15]1[CH:20]=[CH:19][C:18]([F:21])=[CH:17][CH:16]=1)[N:7]=[C:6]2[C:22](O)=[O:23].Cl.[CH3:26][O:27][C:28]1[CH:37]=[CH:36][CH:35]=[C:34]2[C:29]=1[CH2:30][CH2:31][NH:32][CH2:33]2. No catalyst specified. The product is [CH3:1][O:2][C:3]1[CH:4]=[C:5]2[C:10](=[CH:11][C:12]=1[O:13][CH3:14])[N:9]=[C:8]([C:15]1[CH:16]=[CH:17][C:18]([F:21])=[CH:19][CH:20]=1)[N:7]=[C:6]2[C:22]([N:32]1[CH2:31][CH2:30][C:29]2[C:34](=[CH:35][CH:36]=[CH:37][C:28]=2[O:27][CH3:26])[CH2:33]1)=[O:23]. The yield is 0.202.